This data is from Peptide-MHC class I binding affinity with 185,985 pairs from IEDB/IMGT. The task is: Regression. Given a peptide amino acid sequence and an MHC pseudo amino acid sequence, predict their binding affinity value. This is MHC class I binding data. (1) The peptide sequence is YGVYIVVGVI. The MHC is Mamu-B52 with pseudo-sequence Mamu-B52. The binding affinity (normalized) is 0.312. (2) The peptide sequence is QVPLRPMTSK. The MHC is HLA-A68:02 with pseudo-sequence HLA-A68:02. The binding affinity (normalized) is 0. (3) The peptide sequence is FLSFASLFL. The MHC is HLA-A02:02 with pseudo-sequence HLA-A02:02. The binding affinity (normalized) is 1.00. (4) The binding affinity (normalized) is 0.213. The MHC is HLA-A23:01 with pseudo-sequence HLA-A23:01. The peptide sequence is GQTVEMSPF. (5) The peptide sequence is MPKPSLFVR. The MHC is HLA-A31:01 with pseudo-sequence HLA-A31:01. The binding affinity (normalized) is 0.509. (6) The peptide sequence is CRFPRAHKY. The MHC is Mamu-B17 with pseudo-sequence Mamu-B17. The binding affinity (normalized) is 0.412.